This data is from Forward reaction prediction with 1.9M reactions from USPTO patents (1976-2016). The task is: Predict the product of the given reaction. (1) Given the reactants [C:1]([CH:3]1[CH2:6][N:5]([C:7]([O:9][C:10]([CH3:13])([CH3:12])[CH3:11])=[O:8])[CH2:4]1)#[N:2].[Li+].[CH3:15][Si]([N-][Si](C)(C)C)(C)C.CI, predict the reaction product. The product is: [C:1]([C:3]1([CH3:15])[CH2:6][N:5]([C:7]([O:9][C:10]([CH3:13])([CH3:12])[CH3:11])=[O:8])[CH2:4]1)#[N:2]. (2) Given the reactants FC(F)(F)S(O[C:7]1[CH:16]=[CH:15][C:14]2[C:9](=[CH:10][C:11](OS(C(F)(F)F)(=O)=O)=[CH:12][CH:13]=2)[CH:8]=1)(=O)=O.C([O:29][CH2:30][CH2:31]CC)=C.C1(P(C2C=CC=CC=2)CCCP(C2C=CC=CC=2)C2C=CC=CC=2)C=CC=CC=1.[C:63]([O-])(=[O:65])[CH3:64], predict the reaction product. The product is: [C:63]([C:7]1[CH:16]=[CH:15][C:14]2[C:9](=[CH:10][C:11]([C:30](=[O:29])[CH3:31])=[CH:12][CH:13]=2)[CH:8]=1)(=[O:65])[CH3:64]. (3) Given the reactants CN1C(N2CC3OC(CC3N[C:16](=[O:22])[O:17][C:18]([CH3:21])([CH3:20])[CH3:19])C2)=C([N+]([O-])=O)C=N1.[N:26]([CH:29]1[CH2:35][CH2:34][C:33]([F:45])([C:36]2[N:40]([CH3:41])[N:39]=[CH:38][C:37]=2[N+:42]([O-:44])=[O:43])[CH2:32][CH2:31][CH:30]1[OH:46])=[N+]=[N-], predict the reaction product. The product is: [F:45][C:33]1([C:36]2[N:40]([CH3:41])[N:39]=[CH:38][C:37]=2[N+:42]([O-:44])=[O:43])[CH2:34][CH2:35][CH:29]([NH:26][C:16](=[O:22])[O:17][C:18]([CH3:21])([CH3:20])[CH3:19])[CH:30]([OH:46])[CH2:31][CH2:32]1. (4) Given the reactants CO[C:3]([C:5]1[C:9]([S:10]([CH3:12])=[O:11])=[C:8]([NH2:13])[N:7]([C:14]2[C:19]([Cl:20])=[CH:18][C:17]([C:21]([F:24])([F:23])[F:22])=[CH:16][C:15]=2[Cl:25])[N:6]=1)=[NH:4].Cl.[O:27]([NH2:29])[CH3:28], predict the reaction product. The product is: [NH2:13][C:8]1[N:7]([C:14]2[C:15]([Cl:25])=[CH:16][C:17]([C:21]([F:23])([F:24])[F:22])=[CH:18][C:19]=2[Cl:20])[N:6]=[C:5]([C:3](=[NH:4])[NH:29][O:27][CH3:28])[C:9]=1[S:10]([CH3:12])=[O:11].